This data is from Catalyst prediction with 721,799 reactions and 888 catalyst types from USPTO. The task is: Predict which catalyst facilitates the given reaction. (1) Reactant: C([NH:4][C@H:5]([C@H:11]([OH:27])[CH2:12][CH2:13][CH2:14][CH2:15][CH2:16][CH2:17][CH2:18][CH2:19][CH2:20][CH2:21][CH2:22][CH2:23][CH2:24][CH2:25][CH3:26])[C:6]([O:8][CH2:9][CH3:10])=[O:7])(=O)C.[ClH:28]. Product: [ClH:28].[NH2:4][C@H:5]([C@H:11]([OH:27])[CH2:12][CH2:13][CH2:14][CH2:15][CH2:16][CH2:17][CH2:18][CH2:19][CH2:20][CH2:21][CH2:22][CH2:23][CH2:24][CH2:25][CH3:26])[C:6]([O:8][CH2:9][CH3:10])=[O:7]. The catalyst class is: 8. (2) Reactant: [Cl:1][C:2]1[CH:8]=[C:7]([CH3:9])[CH:6]=[C:5]([CH3:10])[C:3]=1[NH2:4].C([Li])CCC.[Br:16][CH2:17][CH2:18][CH2:19]Br. Product: [Br:16][CH2:17][CH2:18][CH2:19][NH:4][C:3]1[C:5]([CH3:10])=[CH:6][C:7]([CH3:9])=[CH:8][C:2]=1[Cl:1]. The catalyst class is: 12. (3) Reactant: [CH:1]([C:3]1[CH:4]=[C:5]([B:9]([OH:11])[OH:10])[CH:6]=[CH:7][CH:8]=1)=[O:2].O[C:13]([C:16](O)([CH3:18])[CH3:17])([CH3:15])[CH3:14]. Product: [CH3:14][C:13]1([CH3:15])[C:16]([CH3:18])([CH3:17])[O:11][B:9]([C:5]2[CH:4]=[C:3]([CH:8]=[CH:7][CH:6]=2)[CH:1]=[O:2])[O:10]1. The catalyst class is: 76. (4) Reactant: C(N(CC)CC)C.Cl.[Cl:9][CH2:10][CH2:11][NH:12][CH2:13][CH2:14][Cl:15].[CH3:16][S:17](Cl)(=[O:19])=[O:18]. Product: [Cl:9][CH2:10][CH2:11][N:12]([CH2:13][CH2:14][Cl:15])[S:17]([CH3:16])(=[O:19])=[O:18]. The catalyst class is: 4. (5) Reactant: [C:1]([O:5][C:6](=[O:20])[C:7]([CH3:19])([S:9][C:10]1[CH:18]=[CH:17][C:13]([C:14]([OH:16])=[O:15])=[CH:12][CH:11]=1)[CH3:8])([CH3:4])([CH3:3])[CH3:2].[F:21][C:22]([F:38])([F:37])[C:23]1[CH:36]=[CH:35][C:26]([CH2:27][N:28]2[CH:32]=[C:31]([CH2:33]O)[N:30]=[N:29]2)=[CH:25][CH:24]=1.C1(N=C=NC2CCCCC2)CCCCC1. Product: [C:1]([O:5][C:6](=[O:20])[C:7]([CH3:8])([S:9][C:10]1[CH:11]=[CH:12][C:13]([C:14]([O:16][CH2:33][C:31]2[N:30]=[N:29][N:28]([CH2:27][C:26]3[CH:35]=[CH:36][C:23]([C:22]([F:37])([F:21])[F:38])=[CH:24][CH:25]=3)[CH:32]=2)=[O:15])=[CH:17][CH:18]=1)[CH3:19])([CH3:2])([CH3:3])[CH3:4]. The catalyst class is: 119. (6) Reactant: [Cl:1][C:2]1[CH:7]=[CH:6][CH:5]=[C:4]([Cl:8])[C:3]=1[CH2:9][S:10]([C:13]1[CH:14]=[C:15]2[C:19](=[CH:20][CH:21]=1)[NH:18][C:17](=[O:22])/[C:16]/2=[CH:23]\[C:24]1[NH:28][C:27]([CH3:29])=[C:26]([C:30]([OH:32])=O)[C:25]=1[CH3:33])(=[O:12])=[O:11].C1C=CC2N(O)N=NC=2C=1.CCN=C=NCCCN(C)C.Cl.[CH3:56][O:57][CH2:58][C@H:59]1[CH2:63][CH2:62][CH2:61][NH:60]1. Product: [Cl:8][C:4]1[CH:5]=[CH:6][CH:7]=[C:2]([Cl:1])[C:3]=1[CH2:9][S:10]([C:13]1[CH:14]=[C:15]2[C:19](=[CH:20][CH:21]=1)[NH:18][C:17](=[O:22])/[C:16]/2=[CH:23]\[C:24]1[NH:28][C:27]([CH3:29])=[C:26]([C:30]([N:60]2[CH2:61][CH2:62][CH2:63][C@H:59]2[CH2:58][O:57][CH3:56])=[O:32])[C:25]=1[CH3:33])(=[O:11])=[O:12]. The catalyst class is: 3. (7) Reactant: C(N(CC)CC)C.[CH:8]([NH2:11])([CH3:10])[CH3:9].[C:12]([O:16][C:17](=[O:20])[CH2:18]Br)([CH3:15])([CH3:14])[CH3:13]. Product: [C:12]([O:16][C:17](=[O:20])[CH2:18][NH:11][CH:8]([CH3:10])[CH3:9])([CH3:15])([CH3:14])[CH3:13]. The catalyst class is: 1.